From a dataset of CYP1A2 inhibition data for predicting drug metabolism from PubChem BioAssay. Regression/Classification. Given a drug SMILES string, predict its absorption, distribution, metabolism, or excretion properties. Task type varies by dataset: regression for continuous measurements (e.g., permeability, clearance, half-life) or binary classification for categorical outcomes (e.g., BBB penetration, CYP inhibition). Dataset: cyp1a2_veith. The compound is NCCSc1nc2ccccc2s1. The result is 1 (inhibitor).